This data is from Reaction yield outcomes from USPTO patents with 853,638 reactions. The task is: Predict the reaction yield, written as a fraction of the theoretical maximum amount of product (1.0 means a 100% yield; for example, 0.34 means a 34% yield). (1) The reactants are [OH:1][C:2]1[CH:3]=[C:4]2[C:9](=[CH:10][CH:11]=1)[N:8]=[C:7]([C:12]1[CH:20]=[CH:19][C:15]([C:16](O)=[O:17])=[CH:14][CH:13]=1)[CH:6]=[CH:5]2.CCN=C=NCCCN(C)C.[C:32]([NH:39][NH2:40])([O:34][C:35]([CH3:38])([CH3:37])[CH3:36])=[O:33].CCOC(C)=O. The catalyst is C(Cl)Cl.CN(C=O)C. The product is [OH:1][C:2]1[CH:3]=[C:4]2[C:9](=[CH:10][CH:11]=1)[N:8]=[C:7]([C:12]1[CH:20]=[CH:19][C:15]([C:16]([NH:40][NH:39][C:32]([O:34][C:35]([CH3:38])([CH3:37])[CH3:36])=[O:33])=[O:17])=[CH:14][CH:13]=1)[CH:6]=[CH:5]2. The yield is 0.700. (2) The reactants are C(NC(C)C)(C)C.C([Li])CCC.[I:13][C:14]1[CH:19]=[CH:18][C:17]([CH2:20][C:21]([OH:23])=[O:22])=[CH:16][CH:15]=1.I[CH2:25][CH:26]1[CH2:30][CH2:29][CH2:28][CH2:27]1. The catalyst is O1CCCC1.CN1CCCN(C)C1=O. The product is [CH:26]1([CH2:25][CH:20]([C:17]2[CH:16]=[CH:15][C:14]([I:13])=[CH:19][CH:18]=2)[C:21]([OH:23])=[O:22])[CH2:30][CH2:29][CH2:28][CH2:27]1. The yield is 0.578. (3) The reactants are [Cl:1][C:2]1[CH:21]=[CH:20][C:5]([NH:6][C:7]2[C:16]3[C:11](=[CH:12][C:13]([OH:19])=[C:14]([O:17][CH3:18])[CH:15]=3)[N:10]=[CH:9][N:8]=2)=[C:4]([F:22])[CH:3]=1.Cl.Cl[CH2:25][CH2:26][S:27][C:28]1[CH:33]=[CH:32][N:31]=[CH:30][CH:29]=1.C(=O)([O-])[O-].[K+].[K+]. The catalyst is CN1C(=O)CCC1.O. The product is [Cl:1][C:2]1[CH:21]=[CH:20][C:5]([NH:6][C:7]2[C:16]3[C:11](=[CH:12][C:13]([O:19][CH2:25][CH2:26][S:27][C:28]4[CH:33]=[CH:32][N:31]=[CH:30][CH:29]=4)=[C:14]([O:17][CH3:18])[CH:15]=3)[N:10]=[CH:9][N:8]=2)=[C:4]([F:22])[CH:3]=1. The yield is 0.0300. (4) The reactants are [S-:1][C:2]#[N:3].[K+].[NH2:5][C:6]1[CH:34]=[CH:33][C:9]([O:10][C:11]2[CH:12]=[CH:13][C:14]([F:32])=[C:15]([NH:17][C:18](=[O:31])[C:19]3[CH:24]=[CH:23][CH:22]=[C:21]([C:25]([C:28]#[N:29])([CH3:27])[CH3:26])[C:20]=3[Cl:30])[CH:16]=2)=[C:8]([N+:35]([O-:37])=[O:36])[CH:7]=1.BrBr.[C:40](O)(=[O:42])[CH3:41]. No catalyst specified. The product is [C:40]([NH:3][C:2]1[S:1][C:7]2[C:8]([N+:35]([O-:37])=[O:36])=[C:9]([O:10][C:11]3[CH:12]=[CH:13][C:14]([F:32])=[C:15]([NH:17][C:18](=[O:31])[C:19]4[CH:24]=[CH:23][CH:22]=[C:21]([C:25]([C:28]#[N:29])([CH3:26])[CH3:27])[C:20]=4[Cl:30])[CH:16]=3)[CH:33]=[CH:34][C:6]=2[N:5]=1)(=[O:42])[CH3:41]. The yield is 0.260. (5) The reactants are [C:1]([O:4][C:5]([CH3:8])([CH3:7])[CH3:6])(=[O:3])[CH3:2].[Li+].CC([N-]C(C)C)C.[CH3:17][C:18]1[C:19]2[N:20]([N:25]=[C:26]([C:28](OCC)=[O:29])[CH:27]=2)[CH:21]=[C:22]([CH3:24])[N:23]=1. The catalyst is C1COCC1. The product is [CH3:17][C:18]1[C:19]2[N:20]([N:25]=[C:26]([C:28](=[O:29])[CH2:2][C:1]([O:4][C:5]([CH3:8])([CH3:7])[CH3:6])=[O:3])[CH:27]=2)[CH:21]=[C:22]([CH3:24])[N:23]=1. The yield is 0.970.